Dataset: Full USPTO retrosynthesis dataset with 1.9M reactions from patents (1976-2016). Task: Predict the reactants needed to synthesize the given product. (1) Given the product [CH2:11]([C:13]1[CH:19]=[CH:18][C:16]([NH:17][C:7]([C:6]2[CH:9]=[CH:10][C:3]([S:2][CH3:1])=[CH:4][CH:5]=2)=[NH:8])=[CH:15][CH:14]=1)[CH3:12], predict the reactants needed to synthesize it. The reactants are: [CH3:1][S:2][C:3]1[CH:10]=[CH:9][C:6]([C:7]#[N:8])=[CH:5][CH:4]=1.[CH2:11]([C:13]1[CH:19]=[CH:18][C:16]([NH2:17])=[CH:15][CH:14]=1)[CH3:12]. (2) Given the product [C:27]([N:15]([N:9]1[C:8](=[O:20])[C:7]2[C:12](=[CH:13][C:4]([CH:1]([CH3:3])[CH3:2])=[C:5]([C:21]3[N:22]([CH3:26])[N:23]=[CH:24][CH:25]=3)[CH:6]=2)[NH:11][C:10]1=[O:14])[S:16]([CH3:19])(=[O:17])=[O:18])(=[O:37])[CH2:28][CH2:29][CH2:30][CH2:31][CH2:32][CH2:33][CH2:34][CH2:35][CH3:36], predict the reactants needed to synthesize it. The reactants are: [CH:1]([C:4]1[CH:13]=[C:12]2[C:7]([C:8](=[O:20])[N:9]([NH:15][S:16]([CH3:19])(=[O:18])=[O:17])[C:10](=[O:14])[NH:11]2)=[CH:6][C:5]=1[C:21]1[N:22]([CH3:26])[N:23]=[CH:24][CH:25]=1)([CH3:3])[CH3:2].[C:27](Cl)(=[O:37])[CH2:28][CH2:29][CH2:30][CH2:31][CH2:32][CH2:33][CH2:34][CH2:35][CH3:36]. (3) Given the product [CH2:21]([N:7]([CH:1]1[CH2:6][CH2:5][CH2:4][CH2:3][CH2:2]1)[C:8](=[O:20])[NH:9][C:10]1[S:11][C:12]([S:15][CH2:16][C:17]([OH:19])=[O:18])=[CH:13][N:14]=1)[CH2:22][CH2:23][CH3:24], predict the reactants needed to synthesize it. The reactants are: [CH:1]1([N:7]([CH2:21][CH2:22][C:23]2C=CC=C[CH:24]=2)[C:8](=[O:20])[NH:9][C:10]2[S:11][C:12]([S:15][CH2:16][C:17]([OH:19])=[O:18])=[CH:13][N:14]=2)[CH2:6][CH2:5][CH2:4][CH2:3][CH2:2]1.C(N)CCC.C1(=O)CCCCC1. (4) The reactants are: [NH:1]1[C:5]([C:6]2[CH:7]=[C:8]([CH:10]=[CH:11][CH:12]=2)[NH2:9])=[N:4][N:3]=[N:2]1.[C:13]1([C:19]2[CH:23]=[C:22]([C:24](O)=[O:25])[O:21][N:20]=2)[CH:18]=[CH:17][CH:16]=[CH:15][CH:14]=1. Given the product [C:13]1([C:19]2[CH:23]=[C:22]([C:24]([NH:9][C:8]3[CH:10]=[CH:11][CH:12]=[C:6]([C:5]4[NH:1][N:2]=[N:3][N:4]=4)[CH:7]=3)=[O:25])[O:21][N:20]=2)[CH:14]=[CH:15][CH:16]=[CH:17][CH:18]=1, predict the reactants needed to synthesize it. (5) Given the product [CH3:39][N:32]1[C:33]2[C:38](=[CH:37][CH:36]=[CH:35][CH:34]=2)[C:30]([CH2:29][CH:13]2[C:12](=[O:46])[N:11]([CH2:10][C:9]([OH:47])=[O:8])[C:17]3[CH:18]=[CH:19][CH:20]=[CH:21][C:16]=3[N:15]([C:22]3[CH:23]=[CH:24][CH:25]=[CH:26][CH:27]=3)[C:14]2=[O:28])=[N:31]1, predict the reactants needed to synthesize it. The reactants are: C([O:8][C:9](=[O:47])[CH2:10][N:11]1[C:17]2[CH:18]=[CH:19][CH:20]=[CH:21][C:16]=2[N:15]([C:22]2[CH:27]=[CH:26][CH:25]=[CH:24][CH:23]=2)[C:14](=[O:28])[CH:13]([CH2:29][C:30]2[C:38]3[C:33](=[CH:34][CH:35]=[CH:36][CH:37]=3)[N:32]([C:39](OC(C)(C)C)=O)[N:31]=2)[C:12]1=[O:46])C1C=CC=CC=1. (6) Given the product [CH3:1][CH2:2][C@@H:3]([C@H:5]1[O:10][C@:9]2([O:15][C@@H:14]3[CH2:16][CH:17]=[C:18]([CH3:61])[C@@H:19]([O:40][C@@H:41]4[O:46][C@@H:45]([CH3:47])[C@H:44]([O:48][C@@H:49]5[O:54][C@@H:53]([CH3:55])[C@H:52]([OH:56])[C@@H:51]([O:57][CH3:58])[CH2:50]5)[C@@H:43]([O:59][CH3:60])[CH2:42]4)[C@@H:20]([CH3:39])[CH:21]=[CH:22][CH:23]=[C:24]4[CH2:25][O:26][C@@H:27]5[C@H:32]([OH:33])[C:31]([CH3:34])=[CH:30][C@@H:29]([C:35]([O:37][C@@H:12]([CH2:13]3)[CH2:11]2)=[O:36])[C@:28]45[OH:38])[CH2:8][CH2:7][C@@H:6]1[CH3:62])[CH3:4].[CH3:63][C@@H:64]1[C@@H:120]([CH:121]([CH3:123])[CH3:122])[O:119][C@:67]2([O:72][C@@H:71]3[CH2:73][CH:74]=[C:75]([CH3:118])[C@@H:76]([O:97][C@@H:98]4[O:103][C@@H:102]([CH3:104])[C@H:101]([O:105][C@@H:106]5[O:111][C@@H:110]([CH3:112])[C@H:109]([OH:113])[C@@H:108]([O:114][CH3:115])[CH2:107]5)[C@@H:100]([O:116][CH3:117])[CH2:99]4)[C@@H:77]([CH3:96])[CH:78]=[CH:79][CH:80]=[C:81]4[CH2:82][O:83][C@@H:84]5[C@H:89]([OH:90])[C:88]([CH3:91])=[CH:87][C@@H:86]([C:92]([O:94][C@@H:69]([CH2:70]3)[CH2:68]2)=[O:93])[C@:85]45[OH:95])[CH2:66][CH2:65]1, predict the reactants needed to synthesize it. The reactants are: [CH3:1][CH2:2][C@@H:3]([C@H:5]1[O:10][C@:9]2([O:15][C@@H:14]3[CH2:16][CH:17]=[C:18]([CH3:61])[C@@H:19]([O:40][C@@H:41]4[O:46][C@@H:45]([CH3:47])[C@H:44]([O:48][C@@H:49]5[O:54][C@@H:53]([CH3:55])[C@H:52]([OH:56])[C@@H:51]([O:57][CH3:58])[CH2:50]5)[C@@H:43]([O:59][CH3:60])[CH2:42]4)[C@@H:20]([CH3:39])[CH:21]=[CH:22][CH:23]=[C:24]4[CH2:25][O:26][C@@H:27]5[C@H:32]([OH:33])[C:31]([CH3:34])=[CH:30][C@@H:29]([C:35]([O:37][C@@H:12]([CH2:13]3)[CH2:11]2)=[O:36])[C@:28]45[OH:38])[CH2:8][CH2:7][C@@H:6]1[CH3:62])[CH3:4].[CH3:63][C@@H:64]1[C@@H:120]([CH:121]([CH3:123])[CH3:122])[O:119][C@:67]2([O:72][C@@H:71]3[CH2:73][CH:74]=[C:75]([CH3:118])[C@@H:76]([O:97][C@@H:98]4[O:103][C@@H:102]([CH3:104])[C@H:101]([O:105][C@@H:106]5[O:111][C@@H:110]([CH3:112])[C@H:109]([OH:113])[C@@H:108]([O:114][CH3:115])[CH2:107]5)[C@@H:100]([O:116][CH3:117])[CH2:99]4)[C@@H:77]([CH3:96])[CH:78]=[CH:79][CH:80]=[C:81]4[CH2:82][O:83][C@@H:84]5[C@H:89]([OH:90])[C:88]([CH3:91])=[CH:87][C@@H:86]([C:92]([O:94][C@@H:69]([CH2:70]3)[CH2:68]2)=[O:93])[C@:85]45[OH:95])[CH2:66][CH2:65]1.CC(C)=O. (7) Given the product [Br:15][C:16]1[CH:25]=[CH:24][C:19]([C:20]2[CH2:10][C:9]([C:4]3[CH:3]=[C:2]([Cl:1])[CH:7]=[C:6]([Cl:8])[CH:5]=3)([C:11]([F:14])([F:12])[F:13])[O:22][N:21]=2)=[CH:18][C:17]=1[CH3:26], predict the reactants needed to synthesize it. The reactants are: [Cl:1][C:2]1[CH:3]=[C:4]([C:9]([C:11]([F:14])([F:13])[F:12])=[CH2:10])[CH:5]=[C:6]([Cl:8])[CH:7]=1.[Br:15][C:16]1[CH:25]=[CH:24][C:19]([C:20](Cl)=[N:21][OH:22])=[CH:18][C:17]=1[CH3:26].C(=O)([O-])O.[K+].